Dataset: Forward reaction prediction with 1.9M reactions from USPTO patents (1976-2016). Task: Predict the product of the given reaction. (1) The product is: [OH:32][C@H:3]([C@@H:2]([NH:1][C:43](=[O:44])[C@@H:42]([N:46]1[CH2:50][CH2:49][N:48]([CH2:51][C:52]2[CH:57]=[CH:56][CH:55]=[C:54]([CH3:58])[N:53]=2)[C:47]1=[O:59])[CH:41]([CH3:40])[CH2:60][CH3:61])[CH2:33][C:34]1[CH:35]=[CH:36][CH:37]=[CH:38][CH:39]=1)[CH2:4][C@@H:5]([NH:19][C:20]([C@@H:22]([NH:27][C:28](=[O:31])[O:29][CH3:30])[C:23]([CH3:26])([CH3:25])[CH3:24])=[O:21])[CH2:6][C:7]1[CH:12]=[CH:11][C:10]([C:13]2[CH:18]=[CH:17][CH:16]=[CH:15][N:14]=2)=[CH:9][CH:8]=1. Given the reactants [NH2:1][C@@H:2]([CH2:33][C:34]1[CH:39]=[CH:38][CH:37]=[CH:36][CH:35]=1)[C@@H:3]([OH:32])[CH2:4][C@@H:5]([NH:19][C:20]([C@@H:22]([NH:27][C:28](=[O:31])[O:29][CH3:30])[C:23]([CH3:26])([CH3:25])[CH3:24])=[O:21])[CH2:6][C:7]1[CH:12]=[CH:11][C:10]([C:13]2[CH:18]=[CH:17][CH:16]=[CH:15][N:14]=2)=[CH:9][CH:8]=1.[CH3:40][C@@H:41]([CH2:60][CH3:61])[C@H:42]([N:46]1[CH2:50][CH2:49][N:48]([CH2:51][C:52]2[CH:57]=[CH:56][CH:55]=[C:54]([CH3:58])[N:53]=2)[C:47]1=[O:59])[C:43](O)=[O:44].CCOP(ON1N=NC2C=CC=CC=2C1=O)(OCC)=O.C(N(CC)C(C)C)(C)C, predict the reaction product. (2) Given the reactants [CH3:1][C:2]1[N:6]([CH2:7][C:8]([N:10]2[CH2:15][CH2:14][CH:13]([C:16](=[S:18])[NH2:17])[CH2:12][CH2:11]2)=[O:9])[N:5]=[C:4]([C:19]([F:22])([F:21])[F:20])[CH:3]=1.Cl[CH2:24][C:25](=O)[C:26](Cl)=[N:27][OH:28].C(=O)(O)[O-].[Na+].[CH:36]([C:38]1[CH:43]=[CH:42][CH:41]=[CH:40][N:39]=1)=[CH2:37], predict the reaction product. The product is: [N:39]1[CH:40]=[CH:41][CH:42]=[CH:43][C:38]=1[CH:36]1[O:28][N:27]=[C:26]([C:25]2[N:17]=[C:16]([CH:13]3[CH2:14][CH2:15][N:10]([C:8](=[O:9])[CH2:7][N:6]4[C:2]([CH3:1])=[CH:3][C:4]([C:19]([F:22])([F:20])[F:21])=[N:5]4)[CH2:11][CH2:12]3)[S:18][CH:24]=2)[CH2:37]1. (3) The product is: [Br:1][C:2]1[CH:3]=[C:4]2[C:8](=[CH:9][CH:10]=1)[NH:7][C:6]([CH2:11][CH2:12][O:13][Si:23]([C:20]([CH3:22])([CH3:21])[CH3:19])([CH3:25])[CH3:24])=[CH:5]2. Given the reactants [Br:1][C:2]1[CH:3]=[C:4]2[C:8](=[CH:9][CH:10]=1)[NH:7][C:6]([CH2:11][CH2:12][OH:13])=[CH:5]2.N1C=CN=C1.[CH3:19][C:20]([Si:23](Cl)([CH3:25])[CH3:24])([CH3:22])[CH3:21], predict the reaction product. (4) Given the reactants [O:1]=[C:2]1[CH2:6][CH2:5][CH:4]([C:7]([OH:9])=O)[CH2:3]1.CCN(CC)CC.[CH3:17][C:18]1[CH:23]=[CH:22][C:21]([S:24]([N:27]=C=O)(=[O:26])=[O:25])=[CH:20][CH:19]=1.CNCCCNC, predict the reaction product. The product is: [CH3:17][C:18]1[CH:19]=[CH:20][C:21]([S:24]([NH:27][C:7]([CH:4]2[CH2:5][CH2:6][C:2](=[O:1])[CH2:3]2)=[O:9])(=[O:26])=[O:25])=[CH:22][CH:23]=1. (5) Given the reactants [C:1]([C:5]1[CH:9]=[C:8]([NH:10][C:11]([NH:13][C:14]2[C:23]3[C:18](=[CH:19][CH:20]=[CH:21][CH:22]=3)[CH:17]=[CH:16][CH:15]=2)=[O:12])[N:7]([C:24]2[CH:29]=[CH:28][C:27]([OH:30])=[CH:26][CH:25]=2)[N:6]=1)([CH3:4])([CH3:3])[CH3:2].C([O-])([O-])=O.[K+].[K+].[CH3:37][O:38][C:39](=[O:42])[CH2:40]Cl, predict the reaction product. The product is: [C:1]([C:5]1[CH:9]=[C:8]([NH:10][C:11]([NH:13][C:14]2[C:23]3[C:18](=[CH:19][CH:20]=[CH:21][CH:22]=3)[CH:17]=[CH:16][CH:15]=2)=[O:12])[N:7]([C:24]2[CH:29]=[CH:28][C:27]([O:30][CH2:40][C:39]([O:38][CH3:37])=[O:42])=[CH:26][CH:25]=2)[N:6]=1)([CH3:4])([CH3:2])[CH3:3]. (6) Given the reactants [CH2:1]([O:8][C:9]([N:11]1[CH:15]([C:16](O)=[O:17])[CH2:14][O:13][C@H:12]1[C:19]1[CH:24]=[CH:23][N:22]=[CH:21][CH:20]=1)=[O:10])[C:2]1[CH:7]=[CH:6][CH:5]=[CH:4][CH:3]=1.CN(C(ON1N=NC2C=CC=NC1=2)=[N+](C)C)C.F[P-](F)(F)(F)(F)F.CCN(C(C)C)C(C)C.[NH2:58][C:59]1[S:60][CH:61]=[C:62]([C:64]2[CH:75]=[CH:74][C:67]([C:68]([NH:70][CH:71]3[CH2:73][CH2:72]3)=[O:69])=[CH:66][CH:65]=2)[N:63]=1, predict the reaction product. The product is: [CH2:1]([O:8][C:9]([N:11]1[CH:15]([C:16](=[O:17])[NH:58][C:59]2[S:60][CH:61]=[C:62]([C:64]3[CH:65]=[CH:66][C:67]([C:68](=[O:69])[NH:70][CH:71]4[CH2:73][CH2:72]4)=[CH:74][CH:75]=3)[N:63]=2)[CH2:14][O:13][CH:12]1[C:19]1[CH:24]=[CH:23][N:22]=[CH:21][CH:20]=1)=[O:10])[C:2]1[CH:3]=[CH:4][CH:5]=[CH:6][CH:7]=1. (7) Given the reactants C([NH:5][S:6]([C:9]1[CH:10]=[C:11]([C:15]2[CH:20]=[CH:19][CH:18]=[C:17]([C:21]3[N:26]=[C:25]([C:27]4[CH:32]=[CH:31][C:30]([C:33]([F:36])([F:35])[F:34])=[C:29]([F:37])[CH:28]=4)[CH:24]=[C:23]([C:38]([F:41])([F:40])[F:39])[N:22]=3)[CH:16]=2)[CH:12]=[CH:13][CH:14]=1)(=[O:8])=[O:7])(C)(C)C.C(O)(C(F)(F)F)=O, predict the reaction product. The product is: [F:37][C:29]1[CH:28]=[C:27]([C:25]2[CH:24]=[C:23]([C:38]([F:39])([F:41])[F:40])[N:22]=[C:21]([C:17]3[CH:16]=[C:15]([C:11]4[CH:12]=[CH:13][CH:14]=[C:9]([S:6]([NH2:5])(=[O:8])=[O:7])[CH:10]=4)[CH:20]=[CH:19][CH:18]=3)[N:26]=2)[CH:32]=[CH:31][C:30]=1[C:33]([F:34])([F:36])[F:35]. (8) Given the reactants [C:1]([O:5][C:6](=[O:41])[CH2:7][O:8][C:9]1[CH:18]=[CH:17][C:16]([Cl:19])=[C:15]2[C:10]=1[C:11]([CH3:40])=[C:12]([CH2:24][C:25]1[CH:30]=[CH:29][C:28](B3OC(C)(C)C(C)(C)O3)=[CH:27][CH:26]=1)[C:13]([O:20][CH:21]([F:23])[F:22])=[N:14]2)([CH3:4])([CH3:3])[CH3:2].[CH:42]1([C:45]2[CH:46]=[N:47][NH:48][CH:49]=2)[CH2:44][CH2:43]1, predict the reaction product. The product is: [C:1]([O:5][C:6](=[O:41])[CH2:7][O:8][C:9]1[CH:18]=[CH:17][C:16]([Cl:19])=[C:15]2[C:10]=1[C:11]([CH3:40])=[C:12]([CH2:24][C:25]1[CH:30]=[CH:29][C:28]([N:47]3[CH:46]=[C:45]([CH:42]4[CH2:44][CH2:43]4)[CH:49]=[N:48]3)=[CH:27][CH:26]=1)[C:13]([O:20][CH:21]([F:22])[F:23])=[N:14]2)([CH3:4])([CH3:2])[CH3:3]. (9) Given the reactants Cl[C:2]1[N:11]=[C:10]([NH:12][CH2:13][C:14]2[CH:19]=[CH:18][CH:17]=[CH:16][N:15]=2)[C:9]2[C:4](=[CH:5][CH:6]=[CH:7][C:8]=2[C:20]2[CH:25]=[CH:24][CH:23]=[CH:22][CH:21]=2)[N:3]=1.C[Si]([C:30]#[CH:31])(C)C.CCN(CC)CC, predict the reaction product. The product is: [C:30]([C:2]1[N:11]=[C:10]([NH:12][CH2:13][C:14]2[CH:19]=[CH:18][CH:17]=[CH:16][N:15]=2)[C:9]2[C:4](=[CH:5][CH:6]=[CH:7][C:8]=2[C:20]2[CH:25]=[CH:24][CH:23]=[CH:22][CH:21]=2)[N:3]=1)#[CH:31]. (10) Given the reactants C([O:3][CH2:4][CH2:5][O:6][NH:7][C:8]([C:10]1[C:11]([NH:19][C:20]2[CH:25]=[CH:24][C:23]([I:26])=[CH:22][C:21]=2[F:27])=[C:12]2[C:16](=[CH:17][CH:18]=1)[NH:15][N:14]=[CH:13]2)=[O:9])=C.Cl, predict the reaction product. The product is: [OH:3][CH2:4][CH2:5][O:6][NH:7][C:8]([C:10]1[C:11]([NH:19][C:20]2[CH:25]=[CH:24][C:23]([I:26])=[CH:22][C:21]=2[F:27])=[C:12]2[C:16](=[CH:17][CH:18]=1)[NH:15][N:14]=[CH:13]2)=[O:9].